This data is from Forward reaction prediction with 1.9M reactions from USPTO patents (1976-2016). The task is: Predict the product of the given reaction. (1) Given the reactants [Si:1]([O:8][C@H:9]([C@H:36]1[CH2:40][C@@H:39]([O:41][CH2:42][CH2:43][CH3:44])[CH2:38][N:37]1[C:45]([O:47][C:48]([CH3:51])([CH3:50])[CH3:49])=[O:46])[C@@H:10]([NH:20][C:21](=[O:35])[C:22]1[CH:27]=[C:26]([N:28]2[CH2:32][CH2:31][CH2:30][C:29]2=[O:33])[CH:25]=[C:24]([OH:34])[CH:23]=1)[CH2:11][C:12]1[CH:17]=[C:16]([F:18])[CH:15]=[C:14]([F:19])[CH:13]=1)([C:4]([CH3:7])([CH3:6])[CH3:5])([CH3:3])[CH3:2].C(=O)([O-])[O-].[Cs+].[Cs+].I[CH:59]([CH3:61])[CH3:60].C(OCC)(=O)C, predict the reaction product. The product is: [Si:1]([O:8][C@H:9]([C@H:36]1[CH2:40][C@@H:39]([O:41][CH2:42][CH2:43][CH3:44])[CH2:38][N:37]1[C:45]([O:47][C:48]([CH3:50])([CH3:49])[CH3:51])=[O:46])[C@@H:10]([NH:20][C:21](=[O:35])[C:22]1[CH:27]=[C:26]([N:28]2[CH2:32][CH2:31][CH2:30][C:29]2=[O:33])[CH:25]=[C:24]([O:34][CH:59]([CH3:61])[CH3:60])[CH:23]=1)[CH2:11][C:12]1[CH:17]=[C:16]([F:18])[CH:15]=[C:14]([F:19])[CH:13]=1)([C:4]([CH3:5])([CH3:6])[CH3:7])([CH3:3])[CH3:2]. (2) The product is: [Cl:15][C:4]1[CH:3]=[C:2]([CH3:1])[C:11]2[CH2:10][CH2:9][CH2:8][CH2:7][C:6]=2[N:5]=1. Given the reactants [CH3:1][C:2]1[C:11]2[CH2:10][CH2:9][CH2:8][CH2:7][C:6]=2[N:5]=[C:4](O)[CH:3]=1.O=P(Cl)(Cl)[Cl:15].CN(C)C1C=CC=CC=1.CCOC(C)=O, predict the reaction product. (3) Given the reactants [CH:1]1([C:4]2[N:5]=[CH:6][N:7]([C:9]3[CH:32]=[C:14]4[C:15]5[C:20]([CH2:21][CH2:22][N:13]4[C:12](=[O:33])[CH2:11][N:10]=3)=[C:19](B3OC(C)(C)C(C)(C)O3)[CH:18]=[CH:17][CH:16]=5)[CH:8]=2)[CH2:3][CH2:2]1.Br[C:35]1[CH:40]=[N:39][C:38]([F:41])=[CH:37][N:36]=1.C([O-])([O-])=O.[Na+].[Na+], predict the reaction product. The product is: [CH:1]1([C:4]2[N:5]=[CH:6][N:7]([C:9]3[CH:32]=[C:14]4[C:15]5[C:20]([CH2:21][CH2:22][N:13]4[C:12](=[O:33])[CH2:11][N:10]=3)=[C:19]([C:35]3[CH:40]=[N:39][C:38]([F:41])=[CH:37][N:36]=3)[CH:18]=[CH:17][CH:16]=5)[CH:8]=2)[CH2:2][CH2:3]1. (4) Given the reactants Cl[C:2]1[C:7]([C:8]([F:11])([F:10])[F:9])=[CH:6][N:5]=[C:4]([NH:12][C:13]2[CH:31]=[CH:30][C:16]([CH2:17][P:18](=[O:29])([O:24][CH2:25][CH2:26][O:27][CH3:28])[O:19][CH2:20][CH2:21][O:22][CH3:23])=[CH:15][CH:14]=2)[N:3]=1.[NH2:32][C:33]1[CH:34]=[CH:35][C:36]([CH:44]2[CH2:49][CH2:48][CH:47]([OH:50])[CH2:46][CH2:45]2)=[C:37]2[C:41]=1[C:40](=[O:42])[N:39]([CH3:43])[CH2:38]2, predict the reaction product. The product is: [OH:50][C@H:47]1[CH2:48][CH2:49][C@H:44]([C:36]2[CH:35]=[CH:34][C:33]([NH:32][C:2]3[C:7]([C:8]([F:9])([F:10])[F:11])=[CH:6][N:5]=[C:4]([NH:12][C:13]4[CH:31]=[CH:30][C:16]([CH2:17][P:18](=[O:29])([O:24][CH2:25][CH2:26][O:27][CH3:28])[O:19][CH2:20][CH2:21][O:22][CH3:23])=[CH:15][CH:14]=4)[N:3]=3)=[C:41]3[C:37]=2[CH2:38][N:39]([CH3:43])[C:40]3=[O:42])[CH2:45][CH2:46]1. (5) Given the reactants [CH3:1][CH:2]([CH2:21][CH2:22][CH3:23])[CH2:3][O:4][C:5]1[CH:10]=[CH:9][C:8]([C@@H:11]([NH2:20])[CH2:12][N:13]2[CH2:18][CH2:17][N:16]([CH3:19])[CH2:15][CH2:14]2)=[CH:7][CH:6]=1.[CH:24](N(CC)C(C)C)([CH3:26])[CH3:25].CN(C(ON1N=N[C:43]2[CH:44]=[CH:45][CH:46]=N[C:42]1=2)=[N+](C)C)C.F[P-](F)(F)(F)(F)F.[C:57]([O-:60])(O)=O.[Na+], predict the reaction product. The product is: [CH3:1][CH:2]([CH2:21][CH2:22][CH3:23])[CH2:3][O:4][C:5]1[CH:10]=[CH:9][C:8]([CH:11]([NH:20][C:57](=[O:60])[C@H:43]([C:44]2[CH:26]=[CH:24][CH:25]=[CH:46][CH:45]=2)[CH3:42])[CH2:12][N:13]2[CH2:14][CH2:15][N:16]([CH3:19])[CH2:17][CH2:18]2)=[CH:7][CH:6]=1. (6) Given the reactants [CH3:1][O:2][C:3](=[O:19])[C:4]1[C:9]([NH:10][C:11]2[CH:16]=[CH:15][CH:14]=[CH:13][C:12]=2[F:17])=[CH:8][N:7]=[CH:6][C:5]=1Br.[Cl:20][C:21]1[CH:26]=[CH:25][CH:24]=[CH:23][C:22]=1B(O)O.C([O-])([O-])=O.[K+].[K+], predict the reaction product. The product is: [CH3:1][O:2][C:3](=[O:19])[C:4]1[C:9]([NH:10][C:11]2[CH:16]=[CH:15][CH:14]=[CH:13][C:12]=2[F:17])=[CH:8][N:7]=[CH:6][C:5]=1[C:22]1[CH:23]=[CH:24][CH:25]=[CH:26][C:21]=1[Cl:20]. (7) The product is: [C:1]([C:3]1[CH:4]=[C:5]([CH:28]=[CH:29][C:30]=1[O:31][CH:32]([CH3:34])[CH3:33])[CH2:6][O:7][C:8]1[CH:16]=[CH:15][C:14]2[N:13]3[CH2:17][CH2:18][CH:19]([CH2:20][C:21]([OH:23])=[O:22])[C:12]3=[CH:11][C:10]=2[CH:9]=1)#[N:2]. Given the reactants [C:1]([C:3]1[CH:4]=[C:5]([CH:28]=[CH:29][C:30]=1[O:31][CH:32]([CH3:34])[CH3:33])[CH2:6][O:7][C:8]1[CH:16]=[CH:15][C:14]2[N:13]3[CH2:17][CH2:18][CH:19]([CH2:20][C:21]([O:23]C(C)(C)C)=[O:22])[C:12]3=[CH:11][C:10]=2[CH:9]=1)#[N:2].NC(CS)C(O)=O, predict the reaction product. (8) Given the reactants [NH:1]1[CH2:6][CH2:5][CH2:4][C@H:3]([CH2:7][NH:8][C:9](=[O:38])[CH2:10][CH2:11][CH2:12][CH2:13][CH2:14][NH:15][C:16](=[O:37])[CH2:17][C:18]([C:31]2[CH:36]=[CH:35][CH:34]=[CH:33][CH:32]=2)([C:25]2[CH:30]=[CH:29][CH:28]=[CH:27][CH:26]=2)[C:19]2[CH:24]=[CH:23][CH:22]=[CH:21][CH:20]=2)[CH2:2]1.[CH3:39][CH:40]([CH2:43][CH3:44])[CH:41]=O, predict the reaction product. The product is: [CH3:39][CH:40]([CH2:43][CH3:44])[CH2:41][N:1]1[CH2:6][CH2:5][CH2:4][C@H:3]([CH2:7][NH:8][C:9](=[O:38])[CH2:10][CH2:11][CH2:12][CH2:13][CH2:14][NH:15][C:16](=[O:37])[CH2:17][C:18]([C:31]2[CH:32]=[CH:33][CH:34]=[CH:35][CH:36]=2)([C:19]2[CH:20]=[CH:21][CH:22]=[CH:23][CH:24]=2)[C:25]2[CH:30]=[CH:29][CH:28]=[CH:27][CH:26]=2)[CH2:2]1. (9) Given the reactants C([C:3]1[CH:11]=[CH:10][CH:9]=[C:8]2[C:4]=1[C:5]([C:26]1[S:27][C:28]3[CH:34]=[CH:33][CH:32]=[CH:31][C:29]=3[N:30]=1)=[C:6]([CH:24]=[O:25])[N:7]2[CH2:12][C:13]1[CH:18]=[CH:17][CH:16]=[C:15]([O:19][CH2:20][CH:21]2[CH2:23][CH2:22]2)[CH:14]=1)C.NC1C=CC=CC=1S.Cl.[CH3:44][CH2:45][OH:46], predict the reaction product. The product is: [CH2:45]([O:46][C:24]([C:6]1[N:7]([CH2:12][C:13]2[CH:18]=[CH:17][CH:16]=[C:15]([O:19][CH2:20][CH:21]3[CH2:22][CH2:23]3)[CH:14]=2)[C:8]2[C:4]([C:5]=1[C:26]1[S:27][C:28]3[CH:34]=[CH:33][CH:32]=[CH:31][C:29]=3[N:30]=1)=[CH:3][CH:11]=[CH:10][CH:9]=2)=[O:25])[CH3:44].